From a dataset of Full USPTO retrosynthesis dataset with 1.9M reactions from patents (1976-2016). Predict the reactants needed to synthesize the given product. Given the product [Cl:27][C:25]1[CH:24]=[N:23][N:22]([C:21]2[CH:20]=[CH:19][N:18]=[CH:17][C:16]=2[N:13]2[CH2:14][CH2:15][CH:10]([CH2:9][OH:8])[C:11]([F:28])([F:29])[CH2:12]2)[CH:26]=1, predict the reactants needed to synthesize it. The reactants are: C([O:8][CH2:9][CH:10]1[CH2:15][CH2:14][N:13]([C:16]2[CH:17]=[N:18][CH:19]=[CH:20][C:21]=2[N:22]2[CH:26]=[C:25]([Cl:27])[CH:24]=[N:23]2)[CH2:12][C:11]1([F:29])[F:28])C1C=CC=CC=1.C[Si](I)(C)C.S([O-])([O-])(=O)=S.[Na+].[Na+].C(=O)(O)[O-].[Na+].